Dataset: NCI-60 drug combinations with 297,098 pairs across 59 cell lines. Task: Regression. Given two drug SMILES strings and cell line genomic features, predict the synergy score measuring deviation from expected non-interaction effect. (1) Drug 1: C1=C(C(=O)NC(=O)N1)F. Synergy scores: CSS=33.5, Synergy_ZIP=-9.90, Synergy_Bliss=-3.23, Synergy_Loewe=-13.0, Synergy_HSA=2.47. Drug 2: CCN(CC)CCCC(C)NC1=C2C=C(C=CC2=NC3=C1C=CC(=C3)Cl)OC. Cell line: MDA-MB-231. (2) Drug 1: CC1CCC2CC(C(=CC=CC=CC(CC(C(=O)C(C(C(=CC(C(=O)CC(OC(=O)C3CCCCN3C(=O)C(=O)C1(O2)O)C(C)CC4CCC(C(C4)OC)OCCO)C)C)O)OC)C)C)C)OC. Drug 2: CC1C(C(CC(O1)OC2CC(CC3=C2C(=C4C(=C3O)C(=O)C5=CC=CC=C5C4=O)O)(C(=O)C)O)N)O. Cell line: U251. Synergy scores: CSS=44.5, Synergy_ZIP=-6.40, Synergy_Bliss=-8.04, Synergy_Loewe=-0.302, Synergy_HSA=0.483. (3) Drug 1: C1CCC(C1)C(CC#N)N2C=C(C=N2)C3=C4C=CNC4=NC=N3. Drug 2: C(CN)CNCCSP(=O)(O)O. Cell line: SNB-19. Synergy scores: CSS=-4.10, Synergy_ZIP=2.73, Synergy_Bliss=1.20, Synergy_Loewe=-1.33, Synergy_HSA=-2.50. (4) Drug 1: CCN(CC)CCNC(=O)C1=C(NC(=C1C)C=C2C3=C(C=CC(=C3)F)NC2=O)C. Cell line: TK-10. Synergy scores: CSS=5.30, Synergy_ZIP=-4.64, Synergy_Bliss=-6.42, Synergy_Loewe=-5.19, Synergy_HSA=-4.03. Drug 2: C(CC(=O)O)C(=O)CN.Cl. (5) Drug 1: C1CN1P(=S)(N2CC2)N3CC3. Drug 2: COC1=NC(=NC2=C1N=CN2C3C(C(C(O3)CO)O)O)N. Cell line: HCT-15. Synergy scores: CSS=0.282, Synergy_ZIP=-1.29, Synergy_Bliss=-2.12, Synergy_Loewe=-2.22, Synergy_HSA=-2.21. (6) Drug 1: C1=CC(=C2C(=C1NCCNCCO)C(=O)C3=C(C=CC(=C3C2=O)O)O)NCCNCCO. Drug 2: CCCCC(=O)OCC(=O)C1(CC(C2=C(C1)C(=C3C(=C2O)C(=O)C4=C(C3=O)C=CC=C4OC)O)OC5CC(C(C(O5)C)O)NC(=O)C(F)(F)F)O. Cell line: RPMI-8226. Synergy scores: CSS=38.7, Synergy_ZIP=4.47, Synergy_Bliss=-0.414, Synergy_Loewe=-12.3, Synergy_HSA=-0.200. (7) Drug 1: CC1OCC2C(O1)C(C(C(O2)OC3C4COC(=O)C4C(C5=CC6=C(C=C35)OCO6)C7=CC(=C(C(=C7)OC)O)OC)O)O. Drug 2: C(CC(=O)O)C(=O)CN.Cl. Cell line: MOLT-4. Synergy scores: CSS=58.9, Synergy_ZIP=-3.96, Synergy_Bliss=-5.79, Synergy_Loewe=-12.8, Synergy_HSA=-4.76.